Dataset: Reaction yield outcomes from USPTO patents with 853,638 reactions. Task: Predict the reaction yield, written as a fraction of the theoretical maximum amount of product (1.0 means a 100% yield; for example, 0.34 means a 34% yield). (1) The reactants are [C:1]([C:3]1[CH:8]=[CH:7][C:6]([OH:9])=[CH:5][CH:4]=1)#[N:2].F[C:11]1[CH:16]=[CH:15][CH:14]=[CH:13][C:12]=1[N+:17]([O-:19])=[O:18].[C:20]([C:22]1[CH:35]=[CH:34][C:25]([O:26][C:27]2[CH:33]=[CH:32][CH:31]=[CH:30][C:28]=2[NH2:29])=[CH:24][CH:23]=1)#[N:21].[NH2:36][C:37]1[S:38][CH:39]=[CH:40][N:41]=1. No catalyst specified. The product is [C:1]([C:3]1[CH:8]=[CH:7][C:6]([O:9][C:11]2[CH:16]=[CH:15][CH:14]=[CH:13][C:12]=2[N+:17]([O-:19])=[O:18])=[CH:5][CH:4]=1)#[N:2].[C:20]([C:22]1[CH:35]=[CH:34][C:25]([O:26][C:27]2[CH:33]=[CH:32][CH:31]=[CH:30][C:28]=2[NH:29][C:6]([NH:36][C:37]2[S:38][CH:39]=[CH:40][N:41]=2)=[O:9])=[CH:24][CH:23]=1)#[N:21]. The yield is 0.690. (2) The reactants are C(OC(=O)[NH:7][CH:8]([C:15](=[O:38])[NH:16][C:17]1[C:18]([C:22]2[N:26]([CH3:27])[C:25]3[CH:28]=[CH:29][C:30]([N:32]4[CH2:37][CH2:36][O:35][CH2:34][CH2:33]4)=[CH:31][C:24]=3[N:23]=2)=[N:19][NH:20][CH:21]=1)[C:9]1[CH:14]=[CH:13][CH:12]=[CH:11][CH:10]=1)(C)(C)C.CO. The catalyst is Cl.O1CCOCC1. The product is [NH2:7][CH:8]([C:9]1[CH:14]=[CH:13][CH:12]=[CH:11][CH:10]=1)[C:15]([NH:16][C:17]1[C:18]([C:22]2[N:26]([CH3:27])[C:25]3[CH:28]=[CH:29][C:30]([N:32]4[CH2:37][CH2:36][O:35][CH2:34][CH2:33]4)=[CH:31][C:24]=3[N:23]=2)=[N:19][NH:20][CH:21]=1)=[O:38]. The yield is 0.830. (3) The reactants are [Br:1][C:2]1[CH:3]=[C:4]2[C:8](=[CH:9][CH:10]=1)[NH:7][CH:6]=[CH:5]2.[CH2:11]1N2CCN(CC2)C1.CN(C=O)C. The catalyst is C(OCC)(=O)C.O. The product is [Br:1][C:2]1[CH:3]=[C:4]2[C:8](=[CH:9][CH:10]=1)[N:7]([CH3:11])[CH:6]=[CH:5]2. The yield is 0.990.